Task: Regression. Given two drug SMILES strings and cell line genomic features, predict the synergy score measuring deviation from expected non-interaction effect.. Dataset: NCI-60 drug combinations with 297,098 pairs across 59 cell lines (1) Drug 1: C1=CC(=CC=C1CCCC(=O)O)N(CCCl)CCCl. Drug 2: CC1=C(C=C(C=C1)NC(=O)C2=CC=C(C=C2)CN3CCN(CC3)C)NC4=NC=CC(=N4)C5=CN=CC=C5. Cell line: OVCAR-5. Synergy scores: CSS=14.1, Synergy_ZIP=0.438, Synergy_Bliss=3.81, Synergy_Loewe=0.771, Synergy_HSA=2.90. (2) Drug 1: CC12CCC(CC1=CCC3C2CCC4(C3CC=C4C5=CN=CC=C5)C)O. Drug 2: CC1OCC2C(O1)C(C(C(O2)OC3C4COC(=O)C4C(C5=CC6=C(C=C35)OCO6)C7=CC(=C(C(=C7)OC)O)OC)O)O. Cell line: HT29. Synergy scores: CSS=28.9, Synergy_ZIP=7.93, Synergy_Bliss=11.7, Synergy_Loewe=9.53, Synergy_HSA=12.5. (3) Drug 1: CC1=C(C=C(C=C1)NC2=NC=CC(=N2)N(C)C3=CC4=NN(C(=C4C=C3)C)C)S(=O)(=O)N.Cl. Drug 2: C1C(C(OC1N2C=NC3=C2NC=NCC3O)CO)O. Cell line: A498. Synergy scores: CSS=3.66, Synergy_ZIP=10.7, Synergy_Bliss=7.87, Synergy_Loewe=3.39, Synergy_HSA=4.39. (4) Drug 1: CC1=CC2C(CCC3(C2CCC3(C(=O)C)OC(=O)C)C)C4(C1=CC(=O)CC4)C. Drug 2: CC1C(C(CC(O1)OC2CC(OC(C2O)C)OC3=CC4=CC5=C(C(=O)C(C(C5)C(C(=O)C(C(C)O)O)OC)OC6CC(C(C(O6)C)O)OC7CC(C(C(O7)C)O)OC8CC(C(C(O8)C)O)(C)O)C(=C4C(=C3C)O)O)O)O. Cell line: NCI/ADR-RES. Synergy scores: CSS=-1.95, Synergy_ZIP=0.500, Synergy_Bliss=-1.97, Synergy_Loewe=-3.12, Synergy_HSA=-2.98.